From a dataset of Catalyst prediction with 721,799 reactions and 888 catalyst types from USPTO. Predict which catalyst facilitates the given reaction. (1) Reactant: [O:1]=[C:2]1[C:10]2[C:5](=[CH:6][CH:7]=[CH:8][CH:9]=2)[C:4](=[O:11])[N:3]1[C:12]1[CH:17]=[CH:16][C:15]([S:18]([N:21]([CH3:23])[CH3:22])(=[O:20])=[O:19])=[CH:14][C:13]=1[OH:24].[C:25]([O-])([O-])=O.[K+].[K+].IC. Product: [O:11]=[C:4]1[C:5]2[C:10](=[CH:9][CH:8]=[CH:7][CH:6]=2)[C:2](=[O:1])[N:3]1[C:12]1[CH:17]=[CH:16][C:15]([S:18]([N:21]([CH3:22])[CH3:23])(=[O:19])=[O:20])=[CH:14][C:13]=1[O:24][CH3:25]. The catalyst class is: 14. (2) Reactant: [C:1]([O:5][C:6]([N:8]1[CH2:13][CH2:12][NH:11][CH2:10][CH2:9]1)=[O:7])([CH3:4])([CH3:3])[CH3:2].[CH2:14]([O:16][C:17](=[O:25])[C:18]1[CH:23]=[CH:22][C:21](F)=[CH:20][CH:19]=1)[CH3:15].C(=O)([O-])[O-].[K+].[K+].O. Product: [C:1]([O:5][C:6]([N:8]1[CH2:13][CH2:12][N:11]([C:21]2[CH:22]=[CH:23][C:18]([C:17]([O:16][CH2:14][CH3:15])=[O:25])=[CH:19][CH:20]=2)[CH2:10][CH2:9]1)=[O:7])([CH3:4])([CH3:2])[CH3:3]. The catalyst class is: 16. (3) Reactant: [Cl-].[Li+].C([O:5][C:6]([C:8]1[C:19]2[CH:18]3[CH:14]([CH2:15][N:16]([C:20]([O:22][C:23]([CH3:26])([CH3:25])[CH3:24])=[O:21])[CH2:17]3)[CH2:13][CH2:12][C:11]=2[S:10][CH:9]=1)=O)C.[BH4-].[Li+]. Product: [C:23]([O:22][C:20]([N:16]1[CH2:15][CH:14]2[CH:18]([C:19]3[C:8]([CH2:6][OH:5])=[CH:9][S:10][C:11]=3[CH2:12][CH2:13]2)[CH2:17]1)=[O:21])([CH3:26])([CH3:24])[CH3:25]. The catalyst class is: 1. (4) The catalyst class is: 15. Reactant: [CH3:1][C:2]1([CH3:10])[O:7][C:6](=[O:8])[CH2:5][C:4](=[O:9])[O:3]1.[CH3:11][C:12]([CH3:14])=O.N1CCCCC1. Product: [C:12](=[C:5]1[C:6](=[O:8])[O:7][C:2]([CH3:10])([CH3:1])[O:3][C:4]1=[O:9])([CH3:14])[CH3:11]. (5) Reactant: [C:1]([C:5]1[N:10]=[C:9]([CH:11]2[CH2:14][CH2:13][CH2:12]2)[CH:8]=[C:7]([N:15]2[CH2:20][CH2:19][NH:18][CH2:17][CH2:16]2)[N:6]=1)([CH3:4])([CH3:3])[CH3:2].O=[CH:22][CH2:23][C@H:24]1[CH2:29][CH2:28][C@H:27]([NH:30][C:31](=[O:37])[O:32][C:33]([CH3:36])([CH3:35])[CH3:34])[CH2:26][CH2:25]1.CC(O)=O.[Na]. Product: [C:1]([C:5]1[N:6]=[C:7]([N:15]2[CH2:20][CH2:19][N:18]([CH2:22][CH2:23][C@H:24]3[CH2:25][CH2:26][C@H:27]([NH:30][C:31](=[O:37])[O:32][C:33]([CH3:36])([CH3:35])[CH3:34])[CH2:28][CH2:29]3)[CH2:17][CH2:16]2)[CH:8]=[C:9]([CH:11]2[CH2:12][CH2:13][CH2:14]2)[N:10]=1)([CH3:4])([CH3:2])[CH3:3]. The catalyst class is: 325. (6) Reactant: [CH2:1]([CH:4]1[CH2:9][CH2:8][CH:7]([S:10]([CH2:13][S:14]([CH:17]2[CH2:22][CH2:21][CH:20]([CH2:23][CH2:24][CH3:25])[CH2:19][CH2:18]2)(=[O:16])=[O:15])(=[O:12])=[O:11])[CH2:6][CH2:5]1)[CH2:2][CH3:3].C1(C)C=CC(S([N:35]=[N+:36]=[N-])(=O)=O)=CC=1.C1CCN2C(=NCCC2)CC1. Product: [CH2:1]([CH:4]1[CH2:5][CH2:6][CH:7]([S:10]([C:13]([S:14]([CH:17]2[CH2:18][CH2:19][CH:20]([CH2:23][CH2:24][CH3:25])[CH2:21][CH2:22]2)(=[O:16])=[O:15])=[N+:35]=[N-:36])(=[O:12])=[O:11])[CH2:8][CH2:9]1)[CH2:2][CH3:3]. The catalyst class is: 4.